This data is from Forward reaction prediction with 1.9M reactions from USPTO patents (1976-2016). The task is: Predict the product of the given reaction. (1) Given the reactants [CH3:1][C:2]([CH3:20])([CH3:19])[C:3]([NH:5][C:6]1[N:7]=[CH:8][C:9]([C:12](=[O:18])[CH2:13][O:14]C(=O)C)=[N:10][CH:11]=1)=[O:4].O=C[C@@H]([C@H]([C@@H]([C@@H](CO)O)O)O)O.C1C=[N+]([C@@H]2O[C@H](COP(OP(OC[C@H]3O[C@@H](N4C5N=CN=C(N)C=5N=C4)[C@H](OP(O)(O)=O)[C@@H]3O)(O)=O)(O)=O)[C@@H](O)[C@H]2O)C=C(C(N)=O)C=1.[OH-].[Na+], predict the reaction product. The product is: [OH:18][C@@H:12]([C:9]1[N:10]=[CH:11][C:6]([NH:5][C:3](=[O:4])[C:2]([CH3:19])([CH3:1])[CH3:20])=[N:7][CH:8]=1)[CH2:13][OH:14]. (2) Given the reactants CN(C(ON1N=NC2C=CC=NC1=2)=[N+](C)C)C.F[P-](F)(F)(F)(F)F.C(N(CC)CC)C.[N:32]1[C:40]2[C:35](=[N:36][CH:37]=[CH:38][CH:39]=2)[N:34]([C:41]2[CH:42]=[C:43]3[C:47](=[CH:48][CH:49]=2)[CH:46]([C:50](O)=[O:51])[CH2:45][C:44]3=[O:53])[CH:33]=1.[C:54]([C:58]1[CH:59]=[C:60]([NH2:69])[N:61]([C:63]2[CH:68]=[CH:67][CH:66]=[CH:65][CH:64]=2)[N:62]=1)([CH3:57])([CH3:56])[CH3:55], predict the reaction product. The product is: [C:54]([C:58]1[CH:59]=[C:60]([NH:69][C:50]([CH:46]2[C:47]3[C:43](=[CH:42][C:41]([N:34]4[C:35]5=[N:36][CH:37]=[CH:38][CH:39]=[C:40]5[N:32]=[CH:33]4)=[CH:49][CH:48]=3)[C:44](=[O:53])[CH2:45]2)=[O:51])[N:61]([C:63]2[CH:64]=[CH:65][CH:66]=[CH:67][CH:68]=2)[N:62]=1)([CH3:57])([CH3:55])[CH3:56]. (3) Given the reactants [NH2:1][CH:2]1[C:8](=[O:9])[N:7]([CH3:10])[C:6]2[CH:11]=[CH:12][CH:13]=[CH:14][C:5]=2[C:4]2[CH:15]=[CH:16][CH:17]=[CH:18][C:3]1=2.[F:19][C:20]1[CH:21]=[C:22]([CH:38]=[C:39]([F:41])[CH:40]=1)[CH2:23][NH:24][C:25](=[O:37])[CH:26]([CH2:30][C:31]1[CH:36]=[CH:35][CH:34]=[CH:33][CH:32]=1)[C:27](O)=[O:28], predict the reaction product. The product is: [CH2:30]([CH:26]([C:27]([NH:1][CH:2]1[C:8](=[O:9])[N:7]([CH3:10])[C:6]2[CH:11]=[CH:12][CH:13]=[CH:14][C:5]=2[C:4]2[CH:15]=[CH:16][CH:17]=[CH:18][C:3]1=2)=[O:28])[C:25]([NH:24][CH2:23][C:22]1[CH:38]=[C:39]([F:41])[CH:40]=[C:20]([F:19])[CH:21]=1)=[O:37])[C:31]1[CH:32]=[CH:33][CH:34]=[CH:35][CH:36]=1. (4) Given the reactants [Br:1][C:2]1[CH:6]=[C:5]([C:7]([OH:9])=O)[N:4]([C:10]2[CH:15]=[CH:14][CH:13]=[CH:12][C:11]=2[Cl:16])[N:3]=1.[Cl:17][C:18]1[CH:26]=[C:25]([Cl:27])[CH:24]=[C:20]([C:21](O)=[O:22])[C:19]=1[NH2:28].N1C=CC=C(C)C=1.CS(Cl)(=O)=O, predict the reaction product. The product is: [Br:1][C:2]1[CH:6]=[C:5]([C:7]2[O:9][C:21](=[O:22])[C:20]3[CH:24]=[C:25]([Cl:27])[CH:26]=[C:18]([Cl:17])[C:19]=3[N:28]=2)[N:4]([C:10]2[CH:15]=[CH:14][CH:13]=[CH:12][C:11]=2[Cl:16])[N:3]=1. (5) Given the reactants [CH3:1][N:2]1[C:6](=[S:7])[CH:5]=[C:4]([C:8]([F:11])([F:10])[F:9])[NH:3]1.[C:12](=O)([O-])[O-].[K+].[K+].CI, predict the reaction product. The product is: [CH3:1][N:2]1[C:6]([S:7][CH3:12])=[CH:5][C:4]([C:8]([F:11])([F:9])[F:10])=[N:3]1. (6) Given the reactants [N:1]([C@@H:4]([C@@H:43]([C:50]1[CH:55]=[CH:54][C:53]([F:56])=[CH:52][CH:51]=1)[CH:44]1[CH2:49][CH2:48][O:47][CH2:46][CH2:45]1)[C:5]([NH:7][C:8]1[CH:13]=[CH:12][CH:11]=[C:10]([F:14])[C:9]=1[CH2:15][CH2:16][C@H:17]([NH:33][S:34]([C:37]1[CH:42]=[CH:41][CH:40]=[CH:39][CH:38]=1)(=[O:36])=[O:35])[CH2:18][N:19]([CH2:27][C:28]1([CH2:31]O)[CH2:30][CH2:29]1)[C:20](=[O:26])[O:21][C:22]([CH3:25])([CH3:24])[CH3:23])=[O:6])=[N+:2]=[N-:3].CC(OC(/N=N/C(OC(C)C)=O)=O)C.C1(P(C2C=CC=CC=2)C2C=CC=CC=2)C=CC=CC=1, predict the reaction product. The product is: [N:1]([C@@H:4]([C@@H:43]([C:50]1[CH:55]=[CH:54][C:53]([F:56])=[CH:52][CH:51]=1)[CH:44]1[CH2:49][CH2:48][O:47][CH2:46][CH2:45]1)[C:5]([NH:7][C:8]1[CH:13]=[CH:12][CH:11]=[C:10]([F:14])[C:9]=1[CH2:15][CH2:16][C@@H:17]1[N:33]([S:34]([C:37]2[CH:38]=[CH:39][CH:40]=[CH:41][CH:42]=2)(=[O:36])=[O:35])[CH2:31][C:28]2([CH2:29][CH2:30]2)[CH2:27][N:19]([C:20]([O:21][C:22]([CH3:23])([CH3:25])[CH3:24])=[O:26])[CH2:18]1)=[O:6])=[N+:2]=[N-:3].